This data is from Catalyst prediction with 721,799 reactions and 888 catalyst types from USPTO. The task is: Predict which catalyst facilitates the given reaction. (1) Reactant: [CH3:1][N:2]1[CH:6]([C:7]([O:9][C:10]([CH3:13])([CH3:12])[CH3:11])=[O:8])[CH2:5][NH:4][C:3]1=[O:14].Cl[C:16]1[N:21]=[C:20]([C:22]([F:25])([F:24])[F:23])[CH:19]=[CH:18][N:17]=1.C(=O)([O-])[O-].[Cs+].[Cs+].CC1(C)C2C(=C(P(C3C=CC=CC=3)C3C=CC=CC=3)C=CC=2)OC2C(P(C3C=CC=CC=3)C3C=CC=CC=3)=CC=CC1=2. Product: [CH3:1][N:2]1[CH:6]([C:7]([O:9][C:10]([CH3:11])([CH3:13])[CH3:12])=[O:8])[CH2:5][N:4]([C:16]2[N:21]=[C:20]([C:22]([F:25])([F:24])[F:23])[CH:19]=[CH:18][N:17]=2)[C:3]1=[O:14]. The catalyst class is: 333. (2) Reactant: CC([N:5]([C@@H:9]([CH3:31])[C:10]([NH:12][C@@H:13]([C@@H:27]([CH3:30])[CH2:28][CH3:29])/[CH:14]=[CH:15]/[C:16]([N:18]1[CH2:26][C:25]2[C:20](=[CH:21][CH:22]=[CH:23][CH:24]=2)[CH2:19]1)=[O:17])=[O:11])C(=O)[O-])(C)C.[C:32]([OH:38])([C:34]([F:37])([F:36])[F:35])=[O:33]. Product: [F:35][C:34]([F:37])([F:36])[C:32]([OH:38])=[O:33].[CH2:19]1[C:20]2[C:25](=[CH:24][CH:23]=[CH:22][CH:21]=2)[CH2:26][N:18]1[C:16](=[O:17])/[CH:15]=[CH:14]/[C@@H:13]([NH:12][C:10](=[O:11])[C@H:9]([CH3:31])[NH2:5])[C@@H:27]([CH3:30])[CH2:28][CH3:29]. The catalyst class is: 2.